The task is: Predict the product of the given reaction.. This data is from Forward reaction prediction with 1.9M reactions from USPTO patents (1976-2016). (1) Given the reactants [Li+].CC([N-]C(C)C)C.C(NC(C)C)(C)C.C([Li])CCC.[CH:21]1([C:24]([O:26][C:27]([CH3:30])([CH3:29])[CH3:28])=[O:25])[CH2:23][CH2:22]1.[F:31][C:32]1([F:39])[CH2:37][CH2:36][C:35](=[O:38])[CH2:34][CH2:33]1, predict the reaction product. The product is: [F:31][C:32]1([F:39])[CH2:37][CH2:36][C:35]([C:21]2([C:24]([O:26][C:27]([CH3:30])([CH3:29])[CH3:28])=[O:25])[CH2:23][CH2:22]2)([OH:38])[CH2:34][CH2:33]1. (2) Given the reactants [O:1]1[C:5]2([CH2:10][CH2:9][NH:8][CH2:7][CH2:6]2)[O:4][CH2:3][CH2:2]1.C(N(CC)CC)C.[Cl:18][CH2:19][C:20](Cl)=[O:21], predict the reaction product. The product is: [Cl:18][CH2:19][C:20]([N:8]1[CH2:9][CH2:10][C:5]2([O:4][CH2:3][CH2:2][O:1]2)[CH2:6][CH2:7]1)=[O:21].